From a dataset of Forward reaction prediction with 1.9M reactions from USPTO patents (1976-2016). Predict the product of the given reaction. (1) Given the reactants [NH2:1][C:2]1[CH:7]=[CH:6][CH:5]=[CH:4][C:3]=1[NH:8][C:9](=O)[C:10]1[CH:15]=[CH:14][C:13]([NH:16][C:17](=[O:32])[C:18]2[CH:23]=[CH:22][C:21](OCC3C=CC=CN=3)=[CH:20][CH:19]=2)=[C:12]([CH3:33])[CH:11]=1.C([O-])(O)=O.[Na+].[CH3:40][C:41]([OH:43])=O, predict the reaction product. The product is: [NH:8]1[C:3]2[CH:4]=[CH:5][CH:6]=[CH:7][C:2]=2[N:1]=[C:9]1[C:10]1[CH:15]=[CH:14][C:13]([NH:16][C:17](=[O:32])[C:18]2[CH:23]=[CH:22][C:21]([O:43][CH2:41][C:40]3[CH:5]=[CH:4][CH:3]=[CH:2][N:1]=3)=[CH:20][CH:19]=2)=[C:12]([CH3:33])[CH:11]=1. (2) Given the reactants [CH2:1]([O:3][C:4](=[O:17])[CH2:5][C:6]1[CH:16]=[CH:15][CH:14]=[CH:13][C:7]=1[C:8]([O:10][CH2:11][CH3:12])=[O:9])[CH3:2].[Br:18]N1C(=O)CCC1=O, predict the reaction product. The product is: [Br:18][CH:5]([C:6]1[CH:16]=[CH:15][CH:14]=[CH:13][C:7]=1[C:8]([O:10][CH2:11][CH3:12])=[O:9])[C:4]([O:3][CH2:1][CH3:2])=[O:17]. (3) Given the reactants [CH3:1][C:2]1[O:6][N:5]=[C:4]([NH2:7])[CH:3]=1.C(N(CC)CC)C.[Br:15][CH2:16][C:17](Br)=[O:18], predict the reaction product. The product is: [Br:15][CH2:16][C:17]([NH:7][C:4]1[CH:3]=[C:2]([CH3:1])[O:6][N:5]=1)=[O:18]. (4) The product is: [CH3:20][C:19]1[C:14]([N:11]2[CH2:10][CH2:9][NH:8][CH2:13][CH2:12]2)=[N:15][CH:16]=[C:17]([CH2:21][CH2:22][CH3:23])[CH:18]=1. Given the reactants C(OC([N:8]1[CH2:13][CH2:12][N:11]([C:14]2[C:19]([CH3:20])=[CH:18][C:17]([CH2:21][CH2:22][CH3:23])=[CH:16][N:15]=2)[CH2:10][CH2:9]1)=O)(C)(C)C.Cl.C(OCC)(=O)C.[OH-].[Na+], predict the reaction product. (5) Given the reactants [CH2:1]([O:3][C:4]([C:6]1[NH:7][C:8]2[C:13]([CH:14]=1)=[CH:12][C:11]([CH2:15][CH2:16][C:17]([OH:19])=O)=[CH:10][CH:9]=2)=[O:5])[CH3:2].C(N1C=CN=C1)(N1C=CN=C1)=O.[NH:32]1[CH2:36][CH2:35][CH2:34][CH2:33]1, predict the reaction product. The product is: [CH2:1]([O:3][C:4]([C:6]1[NH:7][C:8]2[C:13]([CH:14]=1)=[CH:12][C:11]([CH2:15][CH2:16][C:17](=[O:19])[N:32]1[CH2:36][CH2:35][CH2:34][CH2:33]1)=[CH:10][CH:9]=2)=[O:5])[CH3:2]. (6) The product is: [O:23]1[C:27]2([CH2:28][CH2:29][CH:30]([N:33]3[C:37]4=[N:38][CH:39]=[N:40][C:41]([NH2:42])=[C:36]4[C:35]([C:11]4[CH:10]=[N:9][C:8]([O:1][C:2]5[CH:3]=[CH:4][CH:5]=[CH:6][CH:7]=5)=[CH:13][CH:12]=4)=[N:34]3)[CH2:31][CH2:32]2)[O:26][CH2:25][CH2:24]1. Given the reactants [O:1]([C:8]1[CH:13]=[CH:12][C:11](B2OC(C)(C)C(C)(C)O2)=[CH:10][N:9]=1)[C:2]1[CH:7]=[CH:6][CH:5]=[CH:4][CH:3]=1.[O:23]1[C:27]2([CH2:32][CH2:31][CH:30]([N:33]3[C:37]4=[N:38][CH:39]=[N:40][C:41]([NH2:42])=[C:36]4[C:35](I)=[N:34]3)[CH2:29][CH2:28]2)[O:26][CH2:25][CH2:24]1.C(=O)([O-])[O-].[Na+].[Na+].C(#N)C, predict the reaction product. (7) The product is: [CH2:1]([O:5][CH2:6][CH2:7][O:8][CH2:9][CH:10]1[CH2:15][CH2:14][CH:13]2[CH:12]([O:18]2)[CH2:11]1)[CH2:2][CH2:3][CH3:4]. Given the reactants [CH2:1]([O:5][CH2:6][CH2:7][O:8][CH2:9][CH:10]1[CH2:15][CH2:14][CH2:13][CH:12]=[CH:11]1)[CH2:2][CH2:3][CH3:4].C(OO)(=[O:18])C.O, predict the reaction product.